This data is from Full USPTO retrosynthesis dataset with 1.9M reactions from patents (1976-2016). The task is: Predict the reactants needed to synthesize the given product. Given the product [F:1][C:2]1[C:3]([O:11][CH2:5][C:4]2[CH:8]=[CH:9][CH:10]=[CH:2][CH:3]=2)=[C:4]([CH:8]=[CH:9][CH:10]=1)[C:5]([O:7][CH2:18][C:19]1[CH:24]=[CH:23][CH:22]=[CH:21][CH:20]=1)=[O:6], predict the reactants needed to synthesize it. The reactants are: [F:1][C:2]1[C:3]([OH:11])=[C:4]([CH:8]=[CH:9][CH:10]=1)[C:5]([OH:7])=[O:6].C(=O)([O-])[O-].[K+].[K+].[CH2:18](Br)[C:19]1[CH:24]=[CH:23][CH:22]=[CH:21][CH:20]=1.